From a dataset of NCI-60 drug combinations with 297,098 pairs across 59 cell lines. Regression. Given two drug SMILES strings and cell line genomic features, predict the synergy score measuring deviation from expected non-interaction effect. (1) Drug 1: C1CC(C1)(C(=O)O)C(=O)O.[NH2-].[NH2-].[Pt+2]. Drug 2: COCCOC1=C(C=C2C(=C1)C(=NC=N2)NC3=CC=CC(=C3)C#C)OCCOC.Cl. Cell line: NCI/ADR-RES. Synergy scores: CSS=0.659, Synergy_ZIP=1.02, Synergy_Bliss=-0.0188, Synergy_Loewe=-3.43, Synergy_HSA=-2.58. (2) Drug 1: CC1CCC2CC(C(=CC=CC=CC(CC(C(=O)C(C(C(=CC(C(=O)CC(OC(=O)C3CCCCN3C(=O)C(=O)C1(O2)O)C(C)CC4CCC(C(C4)OC)OCCO)C)C)O)OC)C)C)C)OC. Drug 2: CC1C(C(CC(O1)OC2CC(CC3=C2C(=C4C(=C3O)C(=O)C5=C(C4=O)C(=CC=C5)OC)O)(C(=O)CO)O)N)O.Cl. Cell line: COLO 205. Synergy scores: CSS=46.3, Synergy_ZIP=-0.989, Synergy_Bliss=0.854, Synergy_Loewe=0.113, Synergy_HSA=4.04. (3) Drug 1: CCC(=C(C1=CC=CC=C1)C2=CC=C(C=C2)OCCN(C)C)C3=CC=CC=C3.C(C(=O)O)C(CC(=O)O)(C(=O)O)O. Drug 2: COC1=NC(=NC2=C1N=CN2C3C(C(C(O3)CO)O)O)N. Cell line: KM12. Synergy scores: CSS=-2.13, Synergy_ZIP=-0.866, Synergy_Bliss=-6.65, Synergy_Loewe=-4.41, Synergy_HSA=-6.47. (4) Drug 1: C1=CN(C(=O)N=C1N)C2C(C(C(O2)CO)O)O.Cl. Drug 2: C(CN)CNCCSP(=O)(O)O. Cell line: NCI-H226. Synergy scores: CSS=-0.406, Synergy_ZIP=-1.09, Synergy_Bliss=-1.15, Synergy_Loewe=-3.64, Synergy_HSA=-1.43. (5) Drug 1: C1=CC(=C2C(=C1NCCNCCO)C(=O)C3=C(C=CC(=C3C2=O)O)O)NCCNCCO. Drug 2: C1CC(C1)(C(=O)O)C(=O)O.[NH2-].[NH2-].[Pt+2]. Cell line: T-47D. Synergy scores: CSS=35.6, Synergy_ZIP=-8.29, Synergy_Bliss=-3.06, Synergy_Loewe=-17.5, Synergy_HSA=-0.288. (6) Drug 1: CC12CCC3C(C1CCC2=O)CC(=C)C4=CC(=O)C=CC34C. Drug 2: CCN(CC)CCNC(=O)C1=C(NC(=C1C)C=C2C3=C(C=CC(=C3)F)NC2=O)C. Cell line: DU-145. Synergy scores: CSS=46.2, Synergy_ZIP=0.902, Synergy_Bliss=2.44, Synergy_Loewe=1.58, Synergy_HSA=0.991.